From a dataset of Catalyst prediction with 721,799 reactions and 888 catalyst types from USPTO. Predict which catalyst facilitates the given reaction. (1) Reactant: [CH3:1][N:2]([CH3:11])[C:3](=[O:10])[C:4]1[CH:9]=[CH:8][CH:7]=[CH:6][CH:5]=1.[Cl:12][C:13]1[C:14](=[O:40])[N:15]([CH2:30]C2C=CC(C(O)=O)=CC=2)[C:16]([CH3:29])=[CH:17][C:18]=1[O:19][CH2:20][C:21]1[CH:26]=[CH:25][C:24]([F:27])=[CH:23][C:22]=1[F:28].ON1C2C=CC=CC=2N=N1.CN1CCOCC1.CNC.Cl.CN(C)CCCN=C=NCC. Product: [Cl:12][C:13]1[C:14](=[O:40])[N:15]([CH2:30][C:7]2[CH:6]=[CH:5][C:4]([C:3]([N:2]([CH3:11])[CH3:1])=[O:10])=[CH:9][CH:8]=2)[C:16]([CH3:29])=[CH:17][C:18]=1[O:19][CH2:20][C:21]1[CH:26]=[CH:25][C:24]([F:27])=[CH:23][C:22]=1[F:28]. The catalyst class is: 35. (2) Reactant: [Br:1][C:2]1[CH:7]=[CH:6][C:5]([CH2:8][CH:9]([OH:12])[CH2:10][OH:11])=[C:4]([O:13][CH3:14])[CH:3]=1.CO[C:17](OC)([CH3:19])[CH3:18].O.C1(C)C=CC(S(O)(=O)=O)=CC=1.[Cl-].[Ca+2].[Cl-]. Product: [Br:1][C:2]1[CH:7]=[CH:6][C:5]([CH2:8][CH:9]2[CH2:10][O:11][C:17]([CH3:19])([CH3:18])[O:12]2)=[C:4]([O:13][CH3:14])[CH:3]=1. The catalyst class is: 21. (3) Reactant: [C:1](Cl)(=[O:3])[CH3:2].[C:5]([O:9][C:10]([N:12]1[CH2:17][CH2:16][C:15]2([C:25]3[C:20](=[CH:21][CH:22]=[C:23]([Cl:26])[CH:24]=3)[NH:19][CH2:18]2)[CH2:14][CH2:13]1)=[O:11])([CH3:8])([CH3:7])[CH3:6].C(N(CC)CC)C. Product: [C:5]([O:9][C:10]([N:12]1[CH2:13][CH2:14][C:15]2([C:25]3[C:20](=[CH:21][CH:22]=[C:23]([Cl:26])[CH:24]=3)[N:19]([C:1](=[O:3])[CH3:2])[CH2:18]2)[CH2:16][CH2:17]1)=[O:11])([CH3:8])([CH3:6])[CH3:7]. The catalyst class is: 4. (4) Reactant: C[Si]([CH2:8][CH2:9][CH2:10][CH2:11][CH2:12][O:13][C:14]1[CH:19]=[CH:18][C:17]([C:20]2C=CC(C#N)=CC=2)=[CH:16][CH:15]=1)(C)O[SiH](C)C.[OH-:28].[K+].[OH2:30]. Product: [CH2:12]([O:13][C:14]1[CH:15]=[CH:16][C:17]([C:20]([OH:30])=[O:28])=[C:18]([O:13][CH2:12][CH2:11][CH2:10][CH:9]=[CH2:8])[CH:19]=1)[CH2:11][CH2:10][CH2:9][CH2:8][CH2:15][CH2:14][CH3:19]. The catalyst class is: 1. (5) Reactant: O=C1C2C(=CC=CC=2)C(=O)[N:3]1[O:12][CH2:13][CH2:14][NH:15][S:16]([CH2:19]C)(=[O:18])=[O:17].CNN. Product: [NH2:3][O:12][CH2:13][CH2:14][NH:15][S:16]([CH3:19])(=[O:18])=[O:17]. The catalyst class is: 4. (6) Reactant: B(Br)(Br)Br.[F:5][C:6]1[C:37]([O:38]C)=[CH:36][CH:35]=[CH:34][C:7]=1[O:8][CH:9]1[CH2:12][N:11]([C:13]([CH3:33])([CH3:32])[CH2:14][CH2:15][C:16]([C:26]2[CH:31]=[CH:30][CH:29]=[CH:28][CH:27]=2)([C:20]2[CH:25]=[CH:24][CH:23]=[CH:22][CH:21]=2)[C:17]([NH2:19])=[O:18])[CH2:10]1. Product: [NH3:11].[F:5][C:6]1[C:37]([OH:38])=[CH:36][CH:35]=[CH:34][C:7]=1[O:8][CH:9]1[CH2:12][N:11]([C:13]([CH3:33])([CH3:32])[CH2:14][CH2:15][C:16]([C:26]2[CH:27]=[CH:28][CH:29]=[CH:30][CH:31]=2)([C:20]2[CH:25]=[CH:24][CH:23]=[CH:22][CH:21]=2)[C:17]([NH2:19])=[O:18])[CH2:10]1. The catalyst class is: 4. (7) Reactant: [CH:1]1([N:6]2[C:10]3[N:11]=[C:12]([NH:15][C:16]4[CH:25]=[CH:24][C:23]5[CH2:22][N:21](C(OC(C)(C)C)=O)[CH2:20][CH2:19][C:18]=5[N:17]=4)[N:13]=[CH:14][C:9]=3[C:8]3[CH:33]=[CH:34][N:35]=[CH:36][C:7]2=3)[CH2:5][CH2:4][CH2:3][CH2:2]1. Product: [CH:1]1([N:6]2[C:10]3[N:11]=[C:12]([NH:15][C:16]4[CH:25]=[CH:24][C:23]5[CH2:22][NH:21][CH2:20][CH2:19][C:18]=5[N:17]=4)[N:13]=[CH:14][C:9]=3[C:8]3[CH:33]=[CH:34][N:35]=[CH:36][C:7]2=3)[CH2:2][CH2:3][CH2:4][CH2:5]1. The catalyst class is: 137.